Dataset: Full USPTO retrosynthesis dataset with 1.9M reactions from patents (1976-2016). Task: Predict the reactants needed to synthesize the given product. Given the product [Br:1][C:2]1[CH:3]=[C:4]([N:5]2[CH2:10][CH2:11][CH2:12][S:13]2(=[O:15])=[O:14])[CH:6]=[CH:7][CH:8]=1, predict the reactants needed to synthesize it. The reactants are: [Br:1][C:2]1[CH:3]=[C:4]([CH:6]=[CH:7][CH:8]=1)[NH2:5].Cl[CH2:10][CH2:11][CH2:12][S:13](Cl)(=[O:15])=[O:14].C1CCN2C(=NCCC2)CC1.